From a dataset of Full USPTO retrosynthesis dataset with 1.9M reactions from patents (1976-2016). Predict the reactants needed to synthesize the given product. (1) Given the product [NH2:1][C:2]1[CH:7]=[CH:6][CH:5]=[CH:4][C:3]=1[C:8]1[S:10][C:12]([C:13]([NH:15][CH3:16])=[O:14])=[C:17]([CH3:19])[N:9]=1, predict the reactants needed to synthesize it. The reactants are: [NH2:1][C:2]1[CH:7]=[CH:6][CH:5]=[CH:4][C:3]=1[C:8](=[S:10])[NH2:9].Cl[CH:12]([C:17]([CH3:19])=O)[C:13]([NH:15][CH3:16])=[O:14]. (2) Given the product [ClH:18].[NH2:26][CH2:25][CH2:24][CH2:23][NH:22][S:19]([C:14]1[C:13]([OH:34])=[C:12]([NH:11][C:9]([NH:8][C:3]2[CH:4]=[CH:5][CH:6]=[CH:7][C:2]=2[Br:1])=[O:10])[CH:17]=[CH:16][C:15]=1[Cl:18])(=[O:21])=[O:20], predict the reactants needed to synthesize it. The reactants are: [Br:1][C:2]1[CH:7]=[CH:6][CH:5]=[CH:4][C:3]=1[NH:8][C:9]([NH:11][C:12]1[CH:17]=[CH:16][C:15]([Cl:18])=[C:14]([S:19]([NH:22][CH2:23][CH2:24][CH2:25][NH:26]C(OC(C)(C)C)=O)(=[O:21])=[O:20])[C:13]=1[OH:34])=[O:10]. (3) Given the product [CH3:1][C:2]([CH3:26])([CH3:25])[CH2:3][N:4]1[C:12]2[C:7](=[N:8][C:9]([C:13]3[CH:20]=[C:19]([CH:21]=[O:22])[CH:18]=[CH:17][C:14]=3[C:15]#[N:16])=[CH:10][CH:11]=2)[N:6]([CH3:23])[C:5]1=[O:24], predict the reactants needed to synthesize it. The reactants are: [CH3:1][C:2]([CH3:26])([CH3:25])[CH2:3][N:4]1[C:12]2[C:7](=[N:8][C:9]([C:13]3[CH:20]=[C:19]([CH2:21][OH:22])[CH:18]=[CH:17][C:14]=3[C:15]#[N:16])=[CH:10][CH:11]=2)[N:6]([CH3:23])[C:5]1=[O:24].CC(OI1(OC(C)=O)(OC(C)=O)OC(=O)C2C1=CC=CC=2)=O. (4) Given the product [NH2:1][C:2]1[CH:3]=[C:4]([CH:8]2[N:13]3[N:14]=[C:15]([C:19]4[CH:24]=[CH:23][C:22]([O:25][C:26]5[CH:27]=[CH:28][CH:29]=[CH:30][CH:31]=5)=[CH:21][CH:20]=4)[C:16]([C:17]#[N:18])=[C:12]3[NH:11][CH2:10][CH2:9]2)[CH:5]=[CH:6][CH:7]=1, predict the reactants needed to synthesize it. The reactants are: [NH2:1][C:2]1[CH:3]=[C:4]([C:8]2[N:13]3[N:14]=[C:15]([C:19]4[CH:24]=[CH:23][C:22]([O:25][C:26]5[CH:31]=[CH:30][CH:29]=[CH:28][CH:27]=5)=[CH:21][CH:20]=4)[C:16]([C:17]#[N:18])=[C:12]3[N:11]=[CH:10][CH:9]=2)[CH:5]=[CH:6][CH:7]=1.[BH4-].[Na+].